From a dataset of Retrosynthesis with 50K atom-mapped reactions and 10 reaction types from USPTO. Predict the reactants needed to synthesize the given product. (1) Given the product COc1ccc(Cn2nc(CO)cc2-c2cccs2)cc1, predict the reactants needed to synthesize it. The reactants are: COc1ccc(CCl)cc1.OCc1cc(-c2cccs2)[nH]n1. (2) The reactants are: O=C(O)c1nccnc1O. Given the product OCc1nccnc1O, predict the reactants needed to synthesize it.